From a dataset of Forward reaction prediction with 1.9M reactions from USPTO patents (1976-2016). Predict the product of the given reaction. Given the reactants [F:1][C:2]1[CH:3]=[C:4]([N:16]2[C:20]3[N:21]=[C:22]([NH:25][C:26]4[CH:31]=[CH:30][C:29]([C@H:32]5[CH2:37][O:36][CH2:35][CH2:34][NH:33]5)=[CH:28][CH:27]=4)[N:23]=[CH:24][C:19]=3[CH:18]=[CH:17]2)[CH:5]=[C:6]([F:15])[C:7]=1[CH2:8][N:9]1[CH2:14][CH2:13][O:12][CH2:11][CH2:10]1.[CH2:38]([O:45][CH2:46][CH:47]=O)[C:39]1[CH:44]=[CH:43][CH:42]=[CH:41][CH:40]=1, predict the reaction product. The product is: [CH2:38]([O:45][CH2:46][CH2:47][N:33]1[CH2:34][CH2:35][O:36][CH2:37][C@@H:32]1[C:29]1[CH:30]=[CH:31][C:26]([NH:25][C:22]2[N:23]=[CH:24][C:19]3[CH:18]=[CH:17][N:16]([C:4]4[CH:3]=[C:2]([F:1])[C:7]([CH2:8][N:9]5[CH2:14][CH2:13][O:12][CH2:11][CH2:10]5)=[C:6]([F:15])[CH:5]=4)[C:20]=3[N:21]=2)=[CH:27][CH:28]=1)[C:39]1[CH:44]=[CH:43][CH:42]=[CH:41][CH:40]=1.